This data is from TCR-epitope binding with 47,182 pairs between 192 epitopes and 23,139 TCRs. The task is: Binary Classification. Given a T-cell receptor sequence (or CDR3 region) and an epitope sequence, predict whether binding occurs between them. (1) The epitope is FLLNKEMYL. The TCR CDR3 sequence is CASSISTGDWDNEQFF. Result: 0 (the TCR does not bind to the epitope). (2) The epitope is NLNESLIDL. The TCR CDR3 sequence is CASSSTLTDTQYF. Result: 1 (the TCR binds to the epitope). (3) The epitope is CTELKLSDY. The TCR CDR3 sequence is CASSRSYGYTF. Result: 0 (the TCR does not bind to the epitope). (4) The epitope is KTWGQYWQV. The TCR CDR3 sequence is CSARGPRGAGDYSNQPQHF. Result: 0 (the TCR does not bind to the epitope).